This data is from Full USPTO retrosynthesis dataset with 1.9M reactions from patents (1976-2016). The task is: Predict the reactants needed to synthesize the given product. (1) Given the product [NH2:1][C:2]1[N:7]=[C:6]([N:8]2[CH:17]([CH3:18])[CH2:16][C:15]3[C:10](=[CH:11][C:12]([C:19]4[CH:24]=[CH:23][N:22]=[C:21]([C:25]([N:39]5[CH2:40][CH:37]([OH:36])[CH2:38]5)=[O:27])[CH:20]=4)=[CH:13][CH:14]=3)[CH2:9]2)[CH:5]=[C:4]([N:28]2[CH2:29][CH2:30][N:31]([CH3:34])[CH2:32][CH2:33]2)[N:3]=1, predict the reactants needed to synthesize it. The reactants are: [NH2:1][C:2]1[N:7]=[C:6]([N:8]2[CH:17]([CH3:18])[CH2:16][C:15]3[C:10](=[CH:11][C:12]([C:19]4[CH:24]=[CH:23][N:22]=[C:21]([C:25]([OH:27])=O)[CH:20]=4)=[CH:13][CH:14]=3)[CH2:9]2)[CH:5]=[C:4]([N:28]2[CH2:33][CH2:32][N:31]([CH3:34])[CH2:30][CH2:29]2)[N:3]=1.Cl.[OH:36][CH:37]1[CH2:40][NH:39][CH2:38]1. (2) Given the product [C:8]([O:7][C:6](=[O:12])[NH:5][CH:3]([C:2]1[C:13]([C:14]2[CH:19]=[CH:18][CH:17]=[CH:16][N:15]=2)=[CH:23][C:22]2[C:21](=[CH:28][CH:27]=[C:26]([F:29])[CH:25]=2)[N:20]=1)[CH3:4])([CH3:11])([CH3:10])[CH3:9], predict the reactants needed to synthesize it. The reactants are: O=[C:2]([CH2:13][C:14]1[CH:19]=[CH:18][CH:17]=[CH:16][N:15]=1)[CH:3]([NH:5][C:6](=[O:12])[O:7][C:8]([CH3:11])([CH3:10])[CH3:9])[CH3:4].[NH2:20][C:21]1[CH:28]=[CH:27][C:26]([F:29])=[CH:25][C:22]=1[CH:23]=O.[OH-].[K+]. (3) Given the product [N:46]1([CH2:45][CH2:44][N:3]2[C:2](=[O:1])[C@H:6]([NH:7][C:8]([C:10]3[C:14]([CH3:15])=[C:13](/[CH:16]=[C:17]4\[C:18](=[O:27])[NH:19][C:20]5[C:25]\4=[CH:24][C:23]([F:26])=[CH:22][CH:21]=5)[NH:12][C:11]=3[CH3:28])=[O:9])[CH2:5][O:4]2)[CH2:51][CH2:50][O:49][CH2:48][CH2:47]1, predict the reactants needed to synthesize it. The reactants are: [O:1]=[C:2]1[C@H:6]([NH:7][C:8]([C:10]2[C:14]([CH3:15])=[C:13](/[CH:16]=[C:17]3\[C:18](=[O:27])[NH:19][C:20]4[C:25]\3=[CH:24][C:23]([F:26])=[CH:22][CH:21]=4)[NH:12][C:11]=2[CH3:28])=[O:9])[CH2:5][O:4][NH:3]1.[Na+].[I-].CCN(C(C)C)C(C)C.[H-].[Na+].[Cl-].Cl[CH2:44][CH2:45][N:46]1[CH2:51][CH2:50][O:49][CH2:48][CH2:47]1. (4) The reactants are: [CH3:1][O:2][C:3](=[O:17])[C@@H:4]([NH2:16])[CH:5]([CH2:11][C:12]([F:15])([F:14])[F:13])[CH2:6][C:7]([F:10])([F:9])[F:8].N1C=CC=CC=1.[Cl:24][C:25]1[CH:30]=[CH:29][C:28]([S:31](Cl)(=[O:33])=[O:32])=[CH:27][CH:26]=1.Cl. Given the product [CH3:1][O:2][C:3](=[O:17])[C@@H:4]([NH:16][S:31]([C:28]1[CH:29]=[CH:30][C:25]([Cl:24])=[CH:26][CH:27]=1)(=[O:33])=[O:32])[CH:5]([CH2:6][C:7]([F:9])([F:10])[F:8])[CH2:11][C:12]([F:15])([F:14])[F:13], predict the reactants needed to synthesize it. (5) Given the product [CH3:30][O:33][C:22]1[CH:21]=[C:47]([O:46][CH3:45])[CH:48]=[CH:38][C:37]=1[CH2:39][N:11]1[CH2:10][C:5]2([CH2:6][CH2:7][CH2:8][CH2:9]2)[NH:4][CH2:3][C:2]1=[O:1], predict the reactants needed to synthesize it. The reactants are: [O:1]=[C:2]1[NH:11][CH2:10][C:5]2([CH2:9][CH2:8][CH2:7][CH2:6]2)[N:4](C([O-])=O)[CH2:3]1.Cl.CC[NH+]([CH2:21][CH3:22])CC.CC[NH+](CC)CC.[C:30]([O-:33])([O-])=O.CCN(C(C)C)[CH:37]([CH3:39])[CH3:38].O1[CH2:48][CH2:47][O:46][CH2:45]C1.